This data is from Reaction yield outcomes from USPTO patents with 853,638 reactions. The task is: Predict the reaction yield, written as a fraction of the theoretical maximum amount of product (1.0 means a 100% yield; for example, 0.34 means a 34% yield). (1) The yield is 0.350. The product is [C:1]([O:5][C:6]([N:8]1[CH2:12][CH2:11][CH2:10][C@H:9]1[CH2:13][NH:14][C:15]1[C:16]([O:29][C:30]2[CH:31]=[CH:32][C:33]([O:36][CH3:37])=[CH:34][CH:35]=2)=[N:17][C:18]([C:21]2[CH:22]=[N:23][CH:24]=[C:25]([CH2:27][OH:28])[CH:26]=2)=[N:19][CH:20]=1)=[O:7])([CH3:4])([CH3:3])[CH3:2]. The catalyst is C1COCC1.O. The reactants are [C:1]([O:5][C:6]([N:8]1[CH2:12][CH2:11][CH2:10][C@H:9]1[CH2:13][NH:14][C:15]1[C:16]([O:29][C:30]2[CH:35]=[CH:34][C:33]([O:36][CH3:37])=[CH:32][CH:31]=2)=[N:17][C:18]([C:21]2[CH:22]=[N:23][CH:24]=[C:25]([CH:27]=[O:28])[CH:26]=2)=[N:19][CH:20]=1)=[O:7])([CH3:4])([CH3:3])[CH3:2].[Li+].[BH4-]. (2) The reactants are [F:1][C:2]([F:15])([F:14])[C:3]1[NH:12][C:11](=O)[C:10]2[C:5](=[CH:6][CH:7]=[CH:8][CH:9]=2)[N:4]=1.P(Cl)(Cl)([Cl:18])=O. The catalyst is CN(C=O)C. The product is [Cl:18][C:11]1[C:10]2[C:5](=[CH:6][CH:7]=[CH:8][CH:9]=2)[N:4]=[C:3]([C:2]([F:15])([F:14])[F:1])[N:12]=1. The yield is 0.610. (3) The reactants are [CH3:1][O:2][C:3]([O:7][CH3:8])(C)[CH:4]=[O:5].CO[CH:11](OC)[N:12]([CH3:14])[CH3:13].[CH3:17]O. No catalyst specified. The product is [CH3:13][N:12]([CH3:14])[CH:11]=[CH:17][C:4](=[O:5])[CH:3]([O:7][CH3:8])[O:2][CH3:1]. The yield is 0.700. (4) The reactants are [CH3:1][O:2][C:3]1[CH:11]=[CH:10][C:9]2[N:8]3[CH2:12][CH2:13][NH:14][CH2:15][C:7]3=[CH:6][C:5]=2[CH:4]=1.C(N(CC)CC)C.[C:23](O[C:23]([O:25][C:26]([CH3:29])([CH3:28])[CH3:27])=[O:24])([O:25][C:26]([CH3:29])([CH3:28])[CH3:27])=[O:24].C([O-])(O)=O.[Na+]. The catalyst is ClCCl. The product is [C:26]([O:25][C:23]([N:14]1[CH2:13][CH2:12][N:8]2[C:9]3[CH:10]=[CH:11][C:3]([O:2][CH3:1])=[CH:4][C:5]=3[CH:6]=[C:7]2[CH2:15]1)=[O:24])([CH3:29])([CH3:28])[CH3:27]. The yield is 0.760.